Dataset: Reaction yield outcomes from USPTO patents with 853,638 reactions. Task: Predict the reaction yield, written as a fraction of the theoretical maximum amount of product (1.0 means a 100% yield; for example, 0.34 means a 34% yield). (1) The reactants are [NH:1]1[C:5]2=[CH:6][N:7]=[CH:8][CH:9]=[C:4]2[CH:3]=[C:2]1[C:10](=[N:12]O)[CH3:11].[H-].[Al+3].[Li+].[H-].[H-].[H-].CCO.[ClH:23]. The catalyst is C1COCC1.CCOC(C)=O.CCOCC. The product is [ClH:23].[ClH:23].[NH:1]1[C:5]2=[CH:6][N:7]=[CH:8][CH:9]=[C:4]2[CH:3]=[C:2]1[CH:10]([NH2:12])[CH3:11]. The yield is 0.720. (2) The reactants are [N+:1]([C:4]1[CH:10]=[CH:9][CH:8]=[C:7]([N+:11]([O-:13])=[O:12])[C:5]=1[NH2:6])([O-:3])=[O:2].[Br:14]Br.O. The catalyst is C(O)(=O)C. The product is [Br:14][C:9]1[CH:10]=[C:4]([N+:1]([O-:3])=[O:2])[C:5]([NH2:6])=[C:7]([N+:11]([O-:13])=[O:12])[CH:8]=1. The yield is 0.950. (3) The reactants are C([O:5][C:6]([CH:8]1[CH:12]([C:13]2[CH:18]=[CH:17][C:16]([F:19])=[C:15]([Cl:20])[CH:14]=2)[C:11]([C:23]2[CH:28]=[CH:27][C:26]([Cl:29])=[CH:25][C:24]=2[F:30])([C:21]#[N:22])[CH:10]([CH2:31][C:32]([CH3:35])([CH3:34])[CH3:33])[NH:9]1)=[O:7])(C)(C)C.[F:36][C:37]([F:42])([F:41])[C:38]([OH:40])=[O:39]. The catalyst is ClCCl. The product is [F:36][C:37]([F:42])([F:41])[C:38]([OH:40])=[O:39].[Cl:20][C:15]1[CH:14]=[C:13]([CH:12]2[C:11]([C:23]3[CH:28]=[CH:27][C:26]([Cl:29])=[CH:25][C:24]=3[F:30])([C:21]#[N:22])[CH:10]([CH2:31][C:32]([CH3:34])([CH3:35])[CH3:33])[NH:9][CH:8]2[C:6]([OH:7])=[O:5])[CH:18]=[CH:17][C:16]=1[F:19]. The yield is 0.900. (4) The reactants are [NH2:1][C:2]1[C:7]2=[C:8](Br)[CH:9]=[C:10]([CH:11]3[CH2:16][CH2:15][N:14]([C:17]([O:19][C:20]([CH3:23])([CH3:22])[CH3:21])=[O:18])[CH2:13][CH2:12]3)[N:6]2[N:5]=[CH:4][N:3]=1.[CH2:25]([N:32]1[CH:40]=[C:39]2[C:34]([CH:35]=[C:36](B3OC(C)(C)C(C)(C)O3)[C:37]([F:41])=[CH:38]2)=[N:33]1)[C:26]1[CH:31]=[CH:30][CH:29]=[CH:28][CH:27]=1. No catalyst specified. The product is [C:20]([O:19][C:17]([N:14]1[CH2:15][CH2:16][CH:11]([C:10]2[N:6]3[C:7]([C:2]([NH2:1])=[N:3][CH:4]=[N:5]3)=[C:8]([C:36]3[C:37]([F:41])=[CH:38][C:39]4[C:34]([CH:35]=3)=[N:33][N:32]([CH2:25][C:26]3[CH:31]=[CH:30][CH:29]=[CH:28][CH:27]=3)[CH:40]=4)[CH:9]=2)[CH2:12][CH2:13]1)=[O:18])([CH3:23])([CH3:22])[CH3:21]. The yield is 0.680. (5) No catalyst specified. The yield is 0.350. The reactants are [OH:1][C:2]1[CH:10]=[CH:9][C:5]([C:6]([OH:8])=O)=[CH:4][C:3]=1[CH3:11].[NH:12]1[CH2:17][CH2:16][CH2:15][C@@H:14]2[C:18]3[CH:19]=[CH:20][CH:21]=[CH:22][C:23]=3[CH2:24][C@H:13]12.F[P-](F)(F)(F)(F)F.N1(OC(N(C)C)=[N+](C)C)C2N=CC=CC=2N=N1. The product is [N:12]1([C:6]([C:5]2[CH:9]=[CH:10][C:2]([OH:1])=[C:3]([CH3:11])[CH:4]=2)=[O:8])[CH2:17][CH2:16][CH2:15][C@@H:14]2[C:18]3[CH:19]=[CH:20][CH:21]=[CH:22][C:23]=3[CH2:24][C@H:13]12.